This data is from Catalyst prediction with 721,799 reactions and 888 catalyst types from USPTO. The task is: Predict which catalyst facilitates the given reaction. (1) Reactant: [NH2:1][C@H:2]1[C@H:5]([O:6][CH2:7][CH2:8][CH2:9][C:10]([O:12][CH3:13])=[O:11])[NH:4][C:3]1=[O:14].[C:15]1([C:21](Cl)([C:28]2[CH:33]=[CH:32][CH:31]=[CH:30][CH:29]=2)[C:22]2[CH:27]=[CH:26][CH:25]=[CH:24][CH:23]=2)[CH:20]=[CH:19][CH:18]=[CH:17][CH:16]=1.C(N(C(C)C)CC)(C)C. Product: [CH3:13][O:12][C:10]([CH2:9][CH2:8][CH2:7][O:6][C@@H:5]1[NH:4][C:3](=[O:14])[C@H:2]1[NH:1][C:21]([C:15]1[CH:20]=[CH:19][CH:18]=[CH:17][CH:16]=1)([C:28]1[CH:29]=[CH:30][CH:31]=[CH:32][CH:33]=1)[C:22]1[CH:23]=[CH:24][CH:25]=[CH:26][CH:27]=1)=[O:11]. The catalyst class is: 46. (2) Reactant: [ClH:1].C(OC([NH:9][CH2:10][C@H:11]1[CH2:16][CH2:15][C@H:14]([C:17]([NH:19][C@H:20]([C:51](=[O:64])[NH:52][C:53]2[CH:58]=[CH:57][C:56]([C:59]3[N:60]=[N:61][NH:62][N:63]=3)=[CH:55][CH:54]=2)[CH2:21][C:22]2[CH:27]=[CH:26][C:25]([C:28]3[CH:33]=[CH:32][C:31]([S:34]([NH:37][C@@H:38]4[CH2:42][CH2:41][N:40](C(OC(C)(C)C)=O)[CH2:39]4)(=[O:36])=[O:35])=[CH:30][C:29]=3[CH3:50])=[CH:24][CH:23]=2)=[O:18])[CH2:13][CH2:12]1)=O)(C)(C)C. Product: [ClH:1].[NH2:9][CH2:10][C@H:11]1[CH2:16][CH2:15][C@H:14]([C:17]([NH:19][C@@H:20]([CH2:21][C:22]2[CH:27]=[CH:26][C:25]([C:28]3[CH:33]=[CH:32][C:31]([S:34](=[O:35])(=[O:36])[NH:37][C@@H:38]4[CH2:42][CH2:41][NH:40][CH2:39]4)=[CH:30][C:29]=3[CH3:50])=[CH:24][CH:23]=2)[C:51](=[O:64])[NH:52][C:53]2[CH:58]=[CH:57][C:56]([C:59]3[N:63]=[N:62][NH:61][N:60]=3)=[CH:55][CH:54]=2)=[O:18])[CH2:13][CH2:12]1. The catalyst class is: 12. (3) Reactant: CC1(C)CCCC(C)(C)N1.[Li]CCCC.[C:16]([O:20][CH2:21][CH3:22])(=[O:19])[C:17]#[CH:18].[CH:23](=[O:25])[CH3:24]. Product: [OH:25][CH:23]([CH3:24])[C:18]#[C:17][C:16]([O:20][CH2:21][CH3:22])=[O:19]. The catalyst class is: 134. (4) Reactant: [CH3:1][N:2]1[C:6]([C:7]2[C:16]3[C:11](=[CH:12][CH:13]=[CH:14][CH:15]=3)[C:10]([N:17]3[CH2:22][CH2:21][CH:20]([NH2:23])[CH2:19][CH2:18]3)=[N:9][N:8]=2)=[CH:5][CH:4]=[N:3]1.[F:24][C:25]([F:35])([F:34])[C:26]1[CH:33]=[CH:32][C:29]([CH:30]=O)=[CH:28][CH:27]=1.[BH4-].[Na+].[CH2:38]=O.O. Product: [CH3:38][N:23]([CH2:30][C:29]1[CH:32]=[CH:33][C:26]([C:25]([F:35])([F:34])[F:24])=[CH:27][CH:28]=1)[CH:20]1[CH2:21][CH2:22][N:17]([C:10]2[C:11]3[C:16](=[CH:15][CH:14]=[CH:13][CH:12]=3)[C:7]([C:6]3[N:2]([CH3:1])[N:3]=[CH:4][CH:5]=3)=[N:8][N:9]=2)[CH2:18][CH2:19]1. The catalyst class is: 5. (5) Product: [CH2:2]([O:9][CH2:10][CH2:11]/[CH:12]=[CH:42]\[CH:44]1[CH2:49][CH2:48][N:47]([C:50]([O:52][C:53]([CH3:54])([CH3:56])[CH3:55])=[O:51])[CH2:46][CH2:45]1)[C:3]1[CH:4]=[CH:5][CH:6]=[CH:7][CH:8]=1. The catalyst class is: 1. Reactant: [Br-].[CH2:2]([O:9][CH2:10][CH2:11][CH2:12][P+](C1C=CC=CC=1)(C1C=CC=CC=1)C1C=CC=CC=1)[C:3]1[CH:8]=[CH:7][CH:6]=[CH:5][CH:4]=1.C[Si]([N-][Si](C)(C)C)(C)C.[Na+].[CH:42]([CH:44]1[CH2:49][CH2:48][N:47]([C:50]([O:52][C:53]([CH3:56])([CH3:55])[CH3:54])=[O:51])[CH2:46][CH2:45]1)=O. (6) Reactant: [F:1][C:2]1[C:11]([F:12])=[C:10]([F:13])[C:9](F)=[C:8]2[C:3]=1[C:4](=[O:30])[C:5]([C:25]([O:27][CH2:28][CH3:29])=[O:26])=[CH:6][N:7]2N[C@H](C1C=CC=CC=1)CO.[H-].[Na+].[OH2:33]. Product: [F:1][C:2]1[C:3]2[C:4](=[O:30])[C:5]([C:25]([O:27][CH2:28][CH3:29])=[O:26])=[CH:6][N:7]3[C@H:4]([C:3]4[CH:8]=[CH:9][CH:10]=[CH:11][CH:2]=4)[CH2:5][O:33][C:9]([C:8]=23)=[C:10]([F:13])[C:11]=1[F:12]. The catalyst class is: 1.